This data is from Full USPTO retrosynthesis dataset with 1.9M reactions from patents (1976-2016). The task is: Predict the reactants needed to synthesize the given product. Given the product [OH:1][C@@:2]1([C:9]#[C:10][C:11]2[CH:12]=[C:13]([C:17]3[N:22]=[C:21]([C:23]([NH2:34])=[O:25])[CH:20]=[C:19]([C:28]4[N:33]=[CH:32][CH:31]=[CH:30][N:29]=4)[CH:18]=3)[CH:14]=[CH:15][CH:16]=2)[CH2:6][CH2:5][N:4]([CH3:7])[C:3]1=[O:8], predict the reactants needed to synthesize it. The reactants are: [OH:1][C@@:2]1([C:9]#[C:10][C:11]2[CH:12]=[C:13]([C:17]3[N:22]=[C:21]([C:23]([O:25]CC)=O)[CH:20]=[C:19]([C:28]4[N:33]=[CH:32][CH:31]=[CH:30][N:29]=4)[CH:18]=3)[CH:14]=[CH:15][CH:16]=2)[CH2:6][CH2:5][N:4]([CH3:7])[C:3]1=[O:8].[NH3:34].